The task is: Predict the reactants needed to synthesize the given product.. This data is from Full USPTO retrosynthesis dataset with 1.9M reactions from patents (1976-2016). (1) Given the product [CH2:1]([N:5]1[C:9]([CH3:10])=[CH:8][C:7]([C:11]([NH2:17])=[O:13])=[N:6]1)[CH2:2][CH2:3][CH3:4], predict the reactants needed to synthesize it. The reactants are: [CH2:1]([N:5]1[C:9]([CH3:10])=[CH:8][C:7]([C:11]([O:13]CC)=O)=[N:6]1)[CH2:2][CH2:3][CH3:4].[OH-].[NH4+:17]. (2) Given the product [CH3:11][CH:12]([CH2:14][C:15]([CH3:18])([CH3:17])[CH3:16])[CH2:13][PH:2](=[O:4])[OH:3], predict the reactants needed to synthesize it. The reactants are: O.[PH2:2]([O-:4])=[O:3].[Na+].S(=O)(=O)(O)O.[CH3:11][C:12]([CH2:14][C:15]([CH3:18])([CH3:17])[CH3:16])=[CH2:13].CC(N=NC(C#N)(C)C)(C#N)C. (3) Given the product [CH3:1][C@H:2]([NH2:3])[CH2:6][C:7]1[CH:8]=[CH:9][CH:10]=[CH:11][CH:12]=1.[CH:37]([OH:38])([CH:39]([OH:40])[C:41]([OH:43])=[O:42])[CH:35]([OH:36])[CH:33]([OH:34])[C:31]([OH:32])=[O:30], predict the reactants needed to synthesize it. The reactants are: [CH3:1][C@H:2]1[C@@H:6]([C:7]2[CH:12]=[CH:11][CH:10]=[CH:9][CH:8]=2)OC(=O)[NH:3]1.O1CCNC1=O.C[C@H](N)CC1C=CC=CC=1.[OH:30][C:31]([C@@H:33]([C@H:35]([C@@H:37]([C@@H:39]([C:41]([OH:43])=[O:42])[OH:40])[OH:38])[OH:36])[OH:34])=[O:32]. (4) Given the product [CH3:40][O:41][CH2:42][CH2:43][NH:44][C:3]1[N:2]([CH3:1])[C:7](=[O:8])[C:6]2[C:9]([C:30]3[CH:35]=[CH:34][CH:33]=[CH:32][CH:31]=3)=[C:10]([C:12]3[CH:13]=[CH:14][C:15]([C:18]4([NH:22][C:23](=[O:29])[O:24][C:25]([CH3:28])([CH3:26])[CH3:27])[CH2:21][CH2:20][CH2:19]4)=[CH:16][CH:17]=3)[O:11][C:5]=2[N:4]=1, predict the reactants needed to synthesize it. The reactants are: [CH3:1][N:2]1[C:7](=[O:8])[C:6]2[C:9]([C:30]3[CH:35]=[CH:34][CH:33]=[CH:32][CH:31]=3)=[C:10]([C:12]3[CH:17]=[CH:16][C:15]([C:18]4([NH:22][C:23](=[O:29])[O:24][C:25]([CH3:28])([CH3:27])[CH3:26])[CH2:21][CH2:20][CH2:19]4)=[CH:14][CH:13]=3)[O:11][C:5]=2[N:4]=[C:3]1S(C)(=O)=O.[CH3:40][O:41][CH2:42][CH2:43][NH2:44]. (5) Given the product [Cl:1][C:2]1[CH:7]=[CH:6][CH:5]=[CH:4][C:3]=1[CH:8]([O:10][C:11]([NH:12][C:13]1[C:14]([CH3:25])=[N:15][O:16][C:17]=1[C:18]1[CH:23]=[CH:22][C:21]([C:33]#[C:32][CH2:31][CH2:30][CH2:29][CH2:28][C:27]([OH:35])=[O:34])=[CH:20][CH:19]=1)=[O:26])[CH3:9], predict the reactants needed to synthesize it. The reactants are: [Cl:1][C:2]1[CH:7]=[CH:6][CH:5]=[CH:4][C:3]=1[CH:8]([O:10][C:11](=[O:26])[NH:12][C:13]1[C:14]([CH3:25])=[N:15][O:16][C:17]=1[C:18]1[CH:23]=[CH:22][C:21](Br)=[CH:20][CH:19]=1)[CH3:9].[C:27]([OH:35])(=[O:34])[CH2:28][CH2:29][CH2:30][CH2:31][C:32]#[CH:33]. (6) Given the product [C:1]([C:5]1[CH:10]=[CH:9][C:8]([C:11]2[CH:16]=[CH:15][CH:14]=[C:13]([CH:17]3[CH2:26][C:25]([CH3:28])([CH3:27])[C:24]4[C:19](=[CH:20][CH:21]=[C:22]([C:29]([NH:50][S:47]([CH:44]5[CH2:46][CH2:45]5)(=[O:49])=[O:48])=[O:30])[CH:23]=4)[NH:18]3)[CH:12]=2)=[CH:7][CH:6]=1)([CH3:2])([CH3:3])[CH3:4], predict the reactants needed to synthesize it. The reactants are: [C:1]([C:5]1[CH:10]=[CH:9][C:8]([C:11]2[CH:16]=[CH:15][CH:14]=[C:13]([CH:17]3[CH2:26][C:25]([CH3:28])([CH3:27])[C:24]4[C:19](=[CH:20][CH:21]=[C:22]([C:29](O)=[O:30])[CH:23]=4)[NH:18]3)[CH:12]=2)=[CH:7][CH:6]=1)([CH3:4])([CH3:3])[CH3:2].Cl.CN(C)CCCN=C=NCC.[CH:44]1([S:47]([NH2:50])(=[O:49])=[O:48])[CH2:46][CH2:45]1.